This data is from Reaction yield outcomes from USPTO patents with 853,638 reactions. The task is: Predict the reaction yield, written as a fraction of the theoretical maximum amount of product (1.0 means a 100% yield; for example, 0.34 means a 34% yield). (1) The reactants are [CH2:1]([O:3][C:4](=[O:28])[CH2:5][O:6][C:7]1[CH:12]=[CH:11][C:10]([CH2:13][CH2:14][CH2:15][CH2:16][NH:17]C(OCC2C=CC=CC=2)=O)=[CH:9][CH:8]=1)[CH3:2].[H][H]. The catalyst is [Pd].CO. The product is [CH2:1]([O:3][C:4](=[O:28])[CH2:5][O:6][C:7]1[CH:12]=[CH:11][C:10]([CH2:13][CH2:14][CH2:15][CH2:16][NH2:17])=[CH:9][CH:8]=1)[CH3:2]. The yield is 0.880. (2) The reactants are [Br:1][C:2]1[S:6][C:5]2=[C:7](C(O)=O)[N:8]=[CH:9][N:4]2[CH:3]=1.C(O)(=O)C1C=CC=CC=1. The catalyst is ClC1C=CC(Cl)=CC=1Cl.CCCCCC. The product is [Br:1][C:2]1[S:6][C:5]2=[CH:7][N:8]=[CH:9][N:4]2[CH:3]=1. The yield is 0.490. (3) The reactants are [Cl:1][C:2]1[C:7]([F:8])=[CH:6][C:5]([CH2:9]O)=[C:4]([F:11])[CH:3]=1.S(Cl)([Cl:14])=O. No catalyst specified. The product is [Cl:1][C:2]1[CH:3]=[C:4]([F:11])[C:5]([CH2:9][Cl:14])=[CH:6][C:7]=1[F:8]. The yield is 0.340.